Dataset: NCI-60 drug combinations with 297,098 pairs across 59 cell lines. Task: Regression. Given two drug SMILES strings and cell line genomic features, predict the synergy score measuring deviation from expected non-interaction effect. (1) Drug 1: CC1OCC2C(O1)C(C(C(O2)OC3C4COC(=O)C4C(C5=CC6=C(C=C35)OCO6)C7=CC(=C(C(=C7)OC)O)OC)O)O. Drug 2: CC1=C(N=C(N=C1N)C(CC(=O)N)NCC(C(=O)N)N)C(=O)NC(C(C2=CN=CN2)OC3C(C(C(C(O3)CO)O)O)OC4C(C(C(C(O4)CO)O)OC(=O)N)O)C(=O)NC(C)C(C(C)C(=O)NC(C(C)O)C(=O)NCCC5=NC(=CS5)C6=NC(=CS6)C(=O)NCCC[S+](C)C)O. Cell line: MALME-3M. Synergy scores: CSS=10.1, Synergy_ZIP=-3.55, Synergy_Bliss=-0.792, Synergy_Loewe=-4.98, Synergy_HSA=-1.51. (2) Drug 1: CC12CCC(CC1=CCC3C2CCC4(C3CC=C4C5=CN=CC=C5)C)O. Drug 2: C1CN1P(=S)(N2CC2)N3CC3. Cell line: SK-MEL-2. Synergy scores: CSS=-2.13, Synergy_ZIP=-1.37, Synergy_Bliss=-3.84, Synergy_Loewe=-10.4, Synergy_HSA=-6.79. (3) Drug 1: C1=CN(C=N1)CC(O)(P(=O)(O)O)P(=O)(O)O. Drug 2: COC1=C2C(=CC3=C1OC=C3)C=CC(=O)O2. Cell line: HCT116. Synergy scores: CSS=-3.06, Synergy_ZIP=8.07, Synergy_Bliss=1.26, Synergy_Loewe=-0.741, Synergy_HSA=-3.95.